This data is from Forward reaction prediction with 1.9M reactions from USPTO patents (1976-2016). The task is: Predict the product of the given reaction. (1) Given the reactants [CH2:1]([N:3]([S:9]([C:12]1[CH:17]=[CH:16][C:15]([F:18])=[C:14]([F:19])[CH:13]=1)(=[O:11])=[O:10])[C:4](=[CH2:8])[C:5]([OH:7])=O)[CH3:2].CCOC(OC(OCC)=O)=O.[F:31][C:32]([F:48])([F:47])[C:33]1[CH:38]=[CH:37][C:36]([C:39]2[CH:44]=[C:43]([CH2:45][NH2:46])[CH:42]=[CH:41][N:40]=2)=[CH:35][CH:34]=1, predict the reaction product. The product is: [CH2:1]([N:3]([S:9]([C:12]1[CH:17]=[CH:16][C:15]([F:18])=[C:14]([F:19])[CH:13]=1)(=[O:11])=[O:10])[C:4](=[CH2:8])[C:5]([NH:46][CH2:45][C:43]1[CH:42]=[CH:41][N:40]=[C:39]([C:36]2[CH:37]=[CH:38][C:33]([C:32]([F:48])([F:31])[F:47])=[CH:34][CH:35]=2)[CH:44]=1)=[O:7])[CH3:2]. (2) Given the reactants [CH2:1]([O:3][C:4]([C@H:6]1[CH2:11][CH2:10][NH:9][CH2:8][C@H:7]1[C:12]1[CH:17]=[CH:16][CH:15]=[CH:14][CH:13]=1)=[O:5])[CH3:2].C([O-])([O-])=O.[K+].[K+].[C:24](O[C:24]([O:26][C:27]([CH3:30])([CH3:29])[CH3:28])=[O:25])([O:26][C:27]([CH3:30])([CH3:29])[CH3:28])=[O:25], predict the reaction product. The product is: [CH2:1]([O:3][C:4]([C@H:6]1[CH2:11][CH2:10][N:9]([C:24]([O:26][C:27]([CH3:30])([CH3:29])[CH3:28])=[O:25])[CH2:8][C@H:7]1[C:12]1[CH:13]=[CH:14][CH:15]=[CH:16][CH:17]=1)=[O:5])[CH3:2].